Predict the reactants needed to synthesize the given product. From a dataset of Full USPTO retrosynthesis dataset with 1.9M reactions from patents (1976-2016). Given the product [O:38]=[C:30]1[CH2:29][CH:28]2[CH2:27][N:26]([C:22]([C:18]3[CH:17]=[CH:16][C:15]4[C:20](=[CH:21][C:12]5[CH2:11][C@:3]6([C:4]7[C:5](=[N:6][CH:7]=[CH:8][CH:9]=7)[NH:10][C:2]6=[O:1])[CH2:25][C:13]=5[CH:14]=4)[N:19]=3)=[O:23])[C:36]3[C:37]2=[C:32]([CH:33]=[CH:34][CH:35]=3)[NH:31]1, predict the reactants needed to synthesize it. The reactants are: [O:1]=[C:2]1[NH:10][C:5]2=[N:6][CH:7]=[CH:8][CH:9]=[C:4]2[C@:3]21[CH2:25][C:13]1[CH:14]=[C:15]3[C:20](=[CH:21][C:12]=1[CH2:11]2)[N:19]=[C:18]([C:22](O)=[O:23])[CH:17]=[CH:16]3.[NH:26]1[C:36]2[C:37]3[CH:28]([CH2:29][C:30](=[O:38])[NH:31][C:32]=3[CH:33]=[CH:34][CH:35]=2)[CH2:27]1.C(Cl)CCl.C1C=CC2N(O)N=NC=2C=1.C(N(CC)C(C)C)(C)C.